Task: Predict the reactants needed to synthesize the given product.. Dataset: Full USPTO retrosynthesis dataset with 1.9M reactions from patents (1976-2016) (1) Given the product [NH2:23][C:24]1[C:29]2[C:30]([C:33]3[CH:34]=[C:35]([NH:39][C:7](=[O:8])[CH2:6][C:2]4[S:1][CH:5]=[CH:4][CH:3]=4)[CH:36]=[CH:37][CH:38]=3)=[CH:31][S:32][C:28]=2[C:27]([C:52]2[CH:53]=[N:54][CH:55]=[CH:56][CH:57]=2)=[CH:26][N:25]=1, predict the reactants needed to synthesize it. The reactants are: [S:1]1[CH:5]=[CH:4][CH:3]=[C:2]1[CH2:6][C:7](Cl)=[O:8].FC(F)(F)C1C=C(C=CC=1)C(Cl)=O.[NH2:23][C:24]1[C:29]2[C:30]([C:33]3[CH:34]=[C:35]([NH:39]C(=O)C4C=CC=C(C(F)(F)F)C=4)[CH:36]=[CH:37][CH:38]=3)=[CH:31][S:32][C:28]=2[C:27]([C:52]2[CH:53]=[N:54][CH:55]=[CH:56][CH:57]=2)=[CH:26][N:25]=1. (2) Given the product [Br:1][C:2]1[CH:7]=[CH:6][C:5]([N:8]2[CH:12]=[C:11]([CH2:13][CH2:14][C:15]([NH:57][C:55]#[N:56])=[O:16])[C:10]([C:18]3[CH:23]=[CH:22][C:21]([Cl:24])=[CH:20][CH:19]=3)=[N:9]2)=[CH:4][CH:3]=1, predict the reactants needed to synthesize it. The reactants are: [Br:1][C:2]1[CH:7]=[CH:6][C:5]([N:8]2[CH:12]=[C:11]([CH2:13][CH2:14][C:15](Cl)=[O:16])[C:10]([C:18]3[CH:23]=[CH:22][C:21]([Cl:24])=[CH:20][CH:19]=3)=[N:9]2)=[CH:4][CH:3]=1.BrC1C=CC(N2C=C(CCC(O)=O)C(C3C=CC(Cl)=CC=3)=N2)=CC=1.C(Cl)(=O)C(Cl)=O.[C:55]([NH-:57])#[N:56].[Na+]. (3) Given the product [ClH:22].[ClH:22].[NH:8]1[CH2:13][CH2:12][CH:11]([NH2:14])[CH2:10][CH2:9]1, predict the reactants needed to synthesize it. The reactants are: C(OC([N:8]1[CH2:13][CH2:12][CH:11]([NH:14]C2C=CC=CC=2Br)[CH2:10][CH2:9]1)=O)(C)(C)C.[ClH:22]. (4) Given the product [C:22]1([C:19]2[CH:20]=[CH:21][N:7]3[C:8]=2[C:9]([NH:11][CH2:12][C:13]2[CH:18]=[CH:17][CH:16]=[CH:15][N:14]=2)=[N:10][C:5]([C:2]2([NH:1][C:35](=[O:36])[O:37][CH3:38])[CH2:3][CH2:4]2)=[N:6]3)[CH:27]=[CH:26][CH:25]=[CH:24][CH:23]=1, predict the reactants needed to synthesize it. The reactants are: [NH2:1][C:2]1([C:5]2[N:10]=[C:9]([NH:11][CH2:12][C:13]3[CH:18]=[CH:17][CH:16]=[CH:15][N:14]=3)[C:8]3=[C:19]([C:22]4[CH:27]=[CH:26][CH:25]=[CH:24][CH:23]=4)[CH:20]=[CH:21][N:7]3[N:6]=2)[CH2:4][CH2:3]1.N1C=CC=CC=1.Cl[C:35]([O:37][CH3:38])=[O:36].